Predict the reactants needed to synthesize the given product. From a dataset of Full USPTO retrosynthesis dataset with 1.9M reactions from patents (1976-2016). (1) Given the product [CH3:19][N:17]([CH3:18])[C:14]1[S:13][C:12]([C:11]2[NH:6][C:7](=[O:27])[C:8]([C:23]([O:25][CH3:26])=[O:24])=[C:9]([OH:22])[C:10]=2[CH2:20][CH3:21])=[CH:16][CH:15]=1, predict the reactants needed to synthesize it. The reactants are: COC1C=C(OC)C=CC=1C[N:6]1[C:11]([C:12]2[S:13][C:14]([N:17]([CH3:19])[CH3:18])=[CH:15][CH:16]=2)=[C:10]([CH2:20][CH3:21])[C:9]([OH:22])=[C:8]([C:23]([O:25][CH3:26])=[O:24])[C:7]1=[O:27].C1(OC)C=CC=CC=1.C(O)(C(F)(F)F)=O. (2) The reactants are: CS(C)=O.C(Cl)(=O)C(Cl)=O.[C:11]([O:19][CH2:20][C@H:21]1[C@H:25]([CH:26]([OH:33])[CH2:27][CH:28]2[O:32][CH2:31][CH2:30][O:29]2)[O:24][C:23]([CH3:35])([CH3:34])[O:22]1)(=[O:18])[C:12]1[CH:17]=[CH:16][CH:15]=[CH:14][CH:13]=1.C(N(CC)CC)C. Given the product [C:11]([O:19][CH2:20][C@H:21]1[C@H:25]([C:26](=[O:33])[CH2:27][CH:28]2[O:32][CH2:31][CH2:30][O:29]2)[O:24][C:23]([CH3:35])([CH3:34])[O:22]1)(=[O:18])[C:12]1[CH:17]=[CH:16][CH:15]=[CH:14][CH:13]=1, predict the reactants needed to synthesize it. (3) Given the product [F:32][C:2]1([CH2:1][O:8][C:9]2[CH:14]=[CH:13][C:12]([C:15]3[O:16][C:17]4[CH:22]=[C:21]([O:23][CH2:24][C@@H:25]([NH:27][C:28](=[O:30])[CH3:29])[CH3:26])[N:20]=[CH:19][C:18]=4[N:31]=3)=[CH:11][CH:10]=2)[CH2:3][CH2:7]1, predict the reactants needed to synthesize it. The reactants are: [CH2:1]([O:8][C:9]1[CH:14]=[CH:13][C:12]([C:15]2[O:16][C:17]3[CH:22]=[C:21]([O:23][CH2:24][C@@H:25]([NH:27][C:28](=[O:30])[CH3:29])[CH3:26])[N:20]=[CH:19][C:18]=3[N:31]=2)=[CH:11][CH:10]=1)[C:2]1[CH:7]=CC=C[CH:3]=1.[F:32]C1(CO)CC1. (4) Given the product [CH:22]1([NH:25][CH2:26][C@@H:27]2[C@H:31]([F:32])[CH2:30][N:29]([C:11]3[C:10]([F:13])=[C:9]4[C:4]([C:5](=[O:21])[C:6]([C:18]([OH:20])=[O:19])=[CH:7][N:8]4[C@@H:14]4[CH2:16][C@@H:15]4[F:17])=[CH:3][C:2]=3[F:1])[CH2:28]2)[CH2:24][CH2:23]1, predict the reactants needed to synthesize it. The reactants are: [F:1][C:2]1[CH:3]=[C:4]2[C:9](=[C:10]([F:13])[C:11]=1F)[N:8]([C@@H:14]1[CH2:16][C@@H:15]1[F:17])[CH:7]=[C:6]([C:18]([OH:20])=[O:19])[C:5]2=[O:21].[CH:22]1([NH:25][CH2:26][C@@H:27]2[C@H:31]([F:32])[CH2:30][NH:29][CH2:28]2)[CH2:24][CH2:23]1.